The task is: Predict the product of the given reaction.. This data is from Forward reaction prediction with 1.9M reactions from USPTO patents (1976-2016). Given the reactants C([O:8][C:9](=[O:28])[C@@H:10]([NH:20][C:21]([O:23][C:24]([CH3:27])([CH3:26])[CH3:25])=[O:22])[CH2:11][CH2:12][CH2:13][N:14]1[CH2:19][CH2:18][CH2:17][CH2:16][CH2:15]1)C1C=CC=CC=1, predict the reaction product. The product is: [C:24]([O:23][C:21]([NH:20][C@@H:10]([CH2:11][CH2:12][CH2:13][N:14]1[CH2:15][CH2:16][CH2:17][CH2:18][CH2:19]1)[C:9]([OH:28])=[O:8])=[O:22])([CH3:27])([CH3:25])[CH3:26].